From a dataset of Full USPTO retrosynthesis dataset with 1.9M reactions from patents (1976-2016). Predict the reactants needed to synthesize the given product. Given the product [CH3:4][C:5]1[CH:10]=[C:9]([NH:2][NH2:3])[CH:8]=[CH:7][C:6]=1[N+:12]([O-:14])=[O:13], predict the reactants needed to synthesize it. The reactants are: O.[NH2:2][NH2:3].[CH3:4][C:5]1[CH:10]=[C:9](F)[CH:8]=[CH:7][C:6]=1[N+:12]([O-:14])=[O:13].